This data is from Reaction yield outcomes from USPTO patents with 853,638 reactions. The task is: Predict the reaction yield, written as a fraction of the theoretical maximum amount of product (1.0 means a 100% yield; for example, 0.34 means a 34% yield). (1) The reactants are C(O)(=O)CC(CC(O)=O)(C(O)=O)O.[Si:14]([O:21][CH2:22][C@@H:23]([N:25]1[C:29]2[N:30]=[CH:31][N:32]=[CH:33][C:28]=2[C:27]([C:34]([C:36]2[CH:37]=[N:38][CH:39]=[C:40]([N:42]=C(C3C=CC=CC=3)C3C=CC=CC=3)[CH:41]=2)=[O:35])=[CH:26]1)[CH3:24])([C:17]([CH3:20])([CH3:19])[CH3:18])([CH3:16])[CH3:15].O.[OH-].[Na+]. The catalyst is C1COCC1. The product is [NH2:42][C:40]1[CH:41]=[C:36]([C:34]([C:27]2[C:28]3[CH:33]=[N:32][CH:31]=[N:30][C:29]=3[N:25]([C@@H:23]([CH3:24])[CH2:22][O:21][Si:14]([C:17]([CH3:20])([CH3:19])[CH3:18])([CH3:15])[CH3:16])[CH:26]=2)=[O:35])[CH:37]=[N:38][CH:39]=1. The yield is 1.00. (2) The reactants are [CH3:1][C:2]1[S:23][C:5]2[N:6]=[C:7]([CH2:11][N:12]3[CH:16]=[C:15]([CH:17]=O)[C:14]([C:19]([F:22])([F:21])[F:20])=[N:13]3)[NH:8][C:9](=[O:10])[C:4]=2[CH:3]=1.[S:24]1[CH:28]=[CH:27][N:26]=[C:25]1[CH2:29][NH2:30].C(O)(=O)C.C(O[BH-](OC(=O)C)OC(=O)C)(=O)C.[Na+]. The catalyst is C(Cl)Cl. The product is [CH3:1][C:2]1[S:23][C:5]2[N:6]=[C:7]([CH2:11][N:12]3[CH:16]=[C:15]([CH2:17][NH:30][CH2:29][C:25]4[S:24][CH:28]=[CH:27][N:26]=4)[C:14]([C:19]([F:22])([F:21])[F:20])=[N:13]3)[NH:8][C:9](=[O:10])[C:4]=2[CH:3]=1. The yield is 0.240. (3) The reactants are [I-].[CH3:2][S+](C)(C)=O.[H-].[Na+].[CH:9]([CH:11]1[CH2:16][CH2:15][N:14]([C:17]([O:19][CH2:20][C:21]2[CH:26]=[CH:25][CH:24]=[CH:23][CH:22]=2)=[O:18])[CH2:13][CH2:12]1)=[O:10].O. The catalyst is CS(C)=O. The product is [O:10]1[CH2:2][CH:9]1[CH:11]1[CH2:16][CH2:15][N:14]([C:17]([O:19][CH2:20][C:21]2[CH:22]=[CH:23][CH:24]=[CH:25][CH:26]=2)=[O:18])[CH2:13][CH2:12]1. The yield is 0.730. (4) The reactants are Br[CH2:2][C:3]1[CH:8]=[CH:7][C:6]([C:9]2[CH:16]=[CH:15][CH:14]=[CH:13][C:10]=2[C:11]#[N:12])=[CH:5][CH:4]=1.C(=O)(O)[O-:18].[Na+].O. The catalyst is CS(C)=O. The product is [CH:2]([C:3]1[CH:8]=[CH:7][C:6]([C:9]2[CH:16]=[CH:15][CH:14]=[CH:13][C:10]=2[C:11]#[N:12])=[CH:5][CH:4]=1)=[O:18]. The yield is 0.630. (5) The reactants are [F:1][C:2]([F:7])([F:6])[C:3]([OH:5])=[O:4].[CH2:8]([S:10]([N:13]1[CH2:18][CH2:17][CH:16]([C:19]2[C:27]3[C:22](=[C:23]([C:40]([NH2:42])=[O:41])[CH:24]=[C:25]([C:28]4[CH:32]=[C:31]([CH2:33][N:34]([C@@H:36]([CH3:39])[CH2:37][OH:38])[CH3:35])[S:30][CH:29]=4)[CH:26]=3)[NH:21][CH:20]=2)[CH2:15][CH2:14]1)(=[O:12])=[O:11])[CH3:9].N[C@H:44](C)[CH2:45]O. No catalyst specified. The product is [F:1][C:2]([F:7])([F:6])[C:3]([OH:5])=[O:4].[CH2:8]([S:10]([N:13]1[CH2:18][CH2:17][CH:16]([C:19]2[C:27]3[C:22](=[C:23]([C:40]([NH2:42])=[O:41])[CH:24]=[C:25]([C:28]4[CH:32]=[C:31]([CH2:33][N:34]([C@@H:36]5[CH2:39][CH2:45][CH2:44][C@H:37]5[OH:38])[CH3:35])[S:30][CH:29]=4)[CH:26]=3)[NH:21][CH:20]=2)[CH2:15][CH2:14]1)(=[O:11])=[O:12])[CH3:9]. The yield is 0.218. (6) The reactants are [NH2:1][CH2:2][CH2:3][NH:4][C:5]([O:7][C:8]([CH3:11])([CH3:10])[CH3:9])=[O:6].C(N(CC)CC)C.[CH3:19][S:20](Cl)(=[O:22])=[O:21].O. The catalyst is ClCCl. The product is [CH3:19][S:20]([NH:1][CH2:2][CH2:3][NH:4][C:5](=[O:6])[O:7][C:8]([CH3:11])([CH3:10])[CH3:9])(=[O:22])=[O:21]. The yield is 0.810.